Dataset: Full USPTO retrosynthesis dataset with 1.9M reactions from patents (1976-2016). Task: Predict the reactants needed to synthesize the given product. Given the product [NH:1]1[C:9]2[C:4](=[CH:5][CH:6]=[C:7]([CH2:10][C:11]([N:15]([CH3:14])[CH2:16][C:17]#[C:18][C:19]3[CH:20]=[CH:21][C:22]([O:25][C:26]([F:27])([F:28])[F:29])=[CH:23][CH:24]=3)=[O:13])[CH:8]=2)[CH:3]=[CH:2]1, predict the reactants needed to synthesize it. The reactants are: [NH:1]1[C:9]2[C:4](=[CH:5][CH:6]=[C:7]([CH2:10][C:11]([OH:13])=O)[CH:8]=2)[CH:3]=[CH:2]1.[CH3:14][NH:15][CH2:16][C:17]#[C:18][C:19]1[CH:24]=[CH:23][C:22]([O:25][C:26]([F:29])([F:28])[F:27])=[CH:21][CH:20]=1.ON1C2C=CC=CC=2N=N1.C(N1CCOCC1)C.Cl.CN(C)CCCN=C=NCC.